Dataset: Peptide-MHC class I binding affinity with 185,985 pairs from IEDB/IMGT. Task: Regression. Given a peptide amino acid sequence and an MHC pseudo amino acid sequence, predict their binding affinity value. This is MHC class I binding data. (1) The peptide sequence is RLRAEAQVK. The MHC is HLA-B18:01 with pseudo-sequence HLA-B18:01. The binding affinity (normalized) is 0. (2) The peptide sequence is HLDELTTTL. The MHC is HLA-A29:02 with pseudo-sequence HLA-A29:02. The binding affinity (normalized) is 0.213.